Dataset: Forward reaction prediction with 1.9M reactions from USPTO patents (1976-2016). Task: Predict the product of the given reaction. (1) Given the reactants C[N:2](C)/[CH:3]=[CH:4]/[C:5]([C:7]1[C:12](=[O:13])[CH:11]=[CH:10][N:9]([C:14]2[CH:19]=[CH:18][CH:17]=[C:16]([O:20][C:21]([F:24])([F:23])[F:22])[CH:15]=2)[N:8]=1)=O.[CH3:26][O:27][C:28](=[O:37])[C:29]1[CH:34]=[CH:33][CH:32]=[C:31]([NH:35]N)[CH:30]=1, predict the reaction product. The product is: [CH3:26][O:27][C:28](=[O:37])[C:29]1[CH:34]=[CH:33][CH:32]=[C:31]([N:35]2[C:5]([C:7]3[C:12](=[O:13])[CH:11]=[CH:10][N:9]([C:14]4[CH:19]=[CH:18][CH:17]=[C:16]([O:20][C:21]([F:24])([F:23])[F:22])[CH:15]=4)[N:8]=3)=[CH:4][CH:3]=[N:2]2)[CH:30]=1. (2) Given the reactants [F:1][C:2]([F:14])([C:6]1[CH:11]=[CH:10][CH:9]=[CH:8][C:7]=1[O:12][CH3:13])[C:3]([OH:5])=O.P(Cl)(Cl)(Cl)=O.Cl.[NH2:21][CH2:22][C:23]1[CH:24]=[C:25]2[C:29](=[CH:30][CH:31]=1)[C:28](=[O:32])[N:27]([CH:33]1[CH2:38][CH2:37][C:36](=[O:39])[NH:35][C:34]1=[O:40])[CH2:26]2.C(=O)(O)[O-].[Na+], predict the reaction product. The product is: [O:40]=[C:34]1[CH:33]([N:27]2[CH2:26][C:25]3[C:29](=[CH:30][CH:31]=[C:23]([CH2:22][NH:21][C:3](=[O:5])[C:2]([F:1])([F:14])[C:6]4[CH:11]=[CH:10][CH:9]=[CH:8][C:7]=4[O:12][CH3:13])[CH:24]=3)[C:28]2=[O:32])[CH2:38][CH2:37][C:36](=[O:39])[NH:35]1. (3) Given the reactants [N+:1]([C:4]1[CH:9]=[CH:8][CH:7]=[CH:6][C:5]=1B(O)O)([O-:3])=[O:2].C(O)C.[CH3:16][C:17]1([CH3:31])[CH2:22][CH2:21][C:20](OS(C(F)(F)F)(=O)=O)=[CH:19][CH2:18]1.C(=O)([O-])[O-].[Na+].[Na+], predict the reaction product. The product is: [CH3:16][C:17]1([CH3:31])[CH2:22][CH2:21][C:20]([C:5]2[CH:6]=[CH:7][CH:8]=[CH:9][C:4]=2[N+:1]([O-:3])=[O:2])=[CH:19][CH2:18]1. (4) Given the reactants [NH2:1][C:2]1[CH:3]=[CH:4][C:5]([CH3:13])=[C:6]2[C:10]=1[NH:9][CH:8]=[C:7]2[C:11]#[N:12].[C:14]([C:16]1[CH:17]=[C:18]([S:22](Cl)(=[O:24])=[O:23])[CH:19]=[CH:20][CH:21]=1)#[N:15].N1C=CC=CC=1.Cl, predict the reaction product. The product is: [C:11]([C:7]1[C:6]2[C:10](=[C:2]([NH:1][S:22]([C:18]3[CH:19]=[CH:20][CH:21]=[C:16]([C:14]#[N:15])[CH:17]=3)(=[O:24])=[O:23])[CH:3]=[CH:4][C:5]=2[CH3:13])[NH:9][CH:8]=1)#[N:12]. (5) Given the reactants [N:1]1([CH:7]2[CH2:12][CH2:11][N:10]([CH2:13][C:14]3[C:15]([C:31]4[CH:36]=[CH:35][CH:34]=[C:33]([C:37]([F:40])([F:39])[F:38])[CH:32]=4)=[N:16][C:17]4[C:22]([C:23]=3[C:24](O)=[O:25])=[CH:21][C:20]([S:27]([CH3:30])(=[O:29])=[O:28])=[CH:19][CH:18]=4)[CH2:9][CH2:8]2)[CH2:6][CH2:5][CH2:4][CH2:3][CH2:2]1.[F:41][C:42]([F:52])([F:51])[C@@H:43]([C:45]1[CH:50]=[CH:49][CH:48]=[CH:47][CH:46]=1)[NH2:44].C(Cl)CCl.C1C=CC2N(O)N=NC=2C=1.C(N(CC)C(C)C)(C)C, predict the reaction product. The product is: [N:1]1([CH:7]2[CH2:8][CH2:9][N:10]([CH2:13][C:14]3[C:15]([C:31]4[CH:36]=[CH:35][CH:34]=[C:33]([C:37]([F:38])([F:39])[F:40])[CH:32]=4)=[N:16][C:17]4[C:22]([C:23]=3[C:24]([NH:44][C@H:43]([C:45]3[CH:50]=[CH:49][CH:48]=[CH:47][CH:46]=3)[C:42]([F:51])([F:52])[F:41])=[O:25])=[CH:21][C:20]([S:27]([CH3:30])(=[O:28])=[O:29])=[CH:19][CH:18]=4)[CH2:11][CH2:12]2)[CH2:6][CH2:5][CH2:4][CH2:3][CH2:2]1. (6) Given the reactants C[O:2][C:3]([C:5]1[CH:14]=[C:13](O)[C:12]2[C:7](=[C:8]([O:17]CC3C=CC=CC=3)[CH:9]=[CH:10][C:11]=2[Br:16])[N:6]=1)=[O:4].C(OC(C1C=CC2C(=C(OCC3C=CC=CC=3)C=CC=2Br)N=1)=O)C1C=CC=CC=1, predict the reaction product. The product is: [OH:17][C:8]1[CH:9]=[CH:10][C:11]([Br:16])=[C:12]2[C:7]=1[N:6]=[C:5]([C:3]([OH:4])=[O:2])[CH:14]=[CH:13]2. (7) Given the reactants Cl[C:2]1[N:7]=[C:6]([NH:8]C2C=CC3OCCOC=3C=2)[C:5]([F:19])=[CH:4][N:3]=1.[CH3:20][O:21][C:22]1[CH:23]=[C:24]([CH:26]=[C:27]([O:31][CH3:32])[C:28]=1[O:29][CH3:30])[NH2:25], predict the reaction product. The product is: [F:19][C:5]1[C:6]([NH2:8])=[N:7][C:2]([NH:25][C:24]2[CH:26]=[C:27]([O:31][CH3:32])[C:28]([O:29][CH3:30])=[C:22]([O:21][CH3:20])[CH:23]=2)=[N:3][CH:4]=1.